The task is: Predict the reaction yield, written as a fraction of the theoretical maximum amount of product (1.0 means a 100% yield; for example, 0.34 means a 34% yield).. This data is from Reaction yield outcomes from USPTO patents with 853,638 reactions. (1) The reactants are [CH2:1]([O:8][C:9]([NH:11][CH2:12][CH2:13][CH2:14][CH2:15][C:16]1[CH:26]=[CH:25][C:19]([O:20][CH2:21][C:22]([OH:24])=O)=[CH:18][CH:17]=1)=[O:10])[C:2]1[CH:7]=[CH:6][CH:5]=[CH:4][CH:3]=1.[NH2:27][C:28]1[CH:33]=[CH:32][CH:31]=[CH:30][CH:29]=1.CCN=C=NCCCN(C)C.Cl. The catalyst is CN(C1C=CN=CC=1)C.C(Cl)Cl. The product is [CH2:1]([O:8][C:9](=[O:10])[NH:11][CH2:12][CH2:13][CH2:14][CH2:15][C:16]1[CH:17]=[CH:18][C:19]([O:20][CH2:21][C:22](=[O:24])[NH:27][C:28]2[CH:33]=[CH:32][CH:31]=[CH:30][CH:29]=2)=[CH:25][CH:26]=1)[C:2]1[CH:3]=[CH:4][CH:5]=[CH:6][CH:7]=1. The yield is 0.990. (2) The reactants are [I:1][C:2]1[CH:3]=[C:4]([OH:21])[CH:5]=[C:6]([I:20])[C:7]=1[O:8][C:9]1[CH:14]=[CH:13][C:12]([O:15]C)=[C:11]([CH:17]([CH3:19])[CH3:18])[CH:10]=1.B(Br)(Br)Br. The catalyst is ClCCl. The product is [I:1][C:2]1[CH:3]=[C:4]([OH:21])[CH:5]=[C:6]([I:20])[C:7]=1[O:8][C:9]1[CH:14]=[CH:13][C:12]([OH:15])=[C:11]([CH:17]([CH3:19])[CH3:18])[CH:10]=1. The yield is 0.660. (3) The reactants are [CH2:1](Br)[C:2]1[CH:7]=[CH:6][CH:5]=[CH:4][CH:3]=1.C([O-])([O-])=O.[Cs+].[Cs+].[C:15]([O:19][C:20]([C:22]1[CH:32]=[C:31]([OH:33])[C:25]2[CH2:26][CH:27]([CH2:29][OH:30])[O:28][C:24]=2[CH:23]=1)=[O:21])([CH3:18])([CH3:17])[CH3:16]. The catalyst is CN(C=O)C. The product is [C:15]([O:19][C:20]([C:22]1[CH:32]=[C:31]([O:33][CH2:1][C:2]2[CH:7]=[CH:6][CH:5]=[CH:4][CH:3]=2)[C:25]2[CH2:26][CH:27]([CH2:29][OH:30])[O:28][C:24]=2[CH:23]=1)=[O:21])([CH3:18])([CH3:16])[CH3:17]. The yield is 0.830. (4) The reactants are [CH2:1]([O:3][C:4](=[O:24])[C:5]([CH3:23])([CH3:22])[CH2:6][C@H:7]([NH2:21])[CH2:8][C:9]1[CH:14]=[CH:13][C:12]([C:15]2[CH:20]=[CH:19][CH:18]=[CH:17][CH:16]=2)=[CH:11][CH:10]=1)[CH3:2].Cl.[OH:26][C:27]1[CH:31]=[C:30]([C:32]([OH:34])=O)[O:29][N:28]=1.[CH3:35][CH2:36]N=C=NCCCN(C)C.C1C=CC2N(O)N=NC=2C=1. The catalyst is O1CCOCC1.CN(C=O)C.C(O)CCC. The product is [CH2:1]([O:3][C:4](=[O:24])[C:5]([CH3:23])([CH3:22])[CH2:6][C@H:7]([NH:21][C:32]([C:30]1[O:29][N:28]=[C:27]([OH:26])[CH:31]=1)=[O:34])[CH2:8][C:9]1[CH:10]=[CH:11][C:12]([C:15]2[CH:20]=[CH:19][CH:18]=[CH:17][CH:16]=2)=[CH:13][CH:14]=1)[CH2:2][CH2:35][CH3:36]. The yield is 0.950. (5) The reactants are C(NC1C=CC(C2C=C3C(CN([C@@H](C(C)C)C(OC)=O)C3=O)=CC=2)=CC=1)(=O)C1C=CC=CC=1.[NH2:34][C:35]1[CH:40]=[CH:39][C:38]([C:41]2[CH:49]=[C:48]3[C:44]([CH2:45][N:46]([C@@H:51]([CH:56]([CH3:58])[CH3:57])[C:52]([O:54][CH3:55])=[O:53])[C:47]3=[O:50])=[CH:43][CH:42]=2)=[CH:37][CH:36]=1.[F:59][C:60]1[CH:61]=[C:62]([CH:66]=[CH:67][C:68]=1[C:69]([F:72])([F:71])[F:70])[C:63](Cl)=[O:64]. No catalyst specified. The product is [F:59][C:60]1[CH:61]=[C:62]([CH:66]=[CH:67][C:68]=1[C:69]([F:70])([F:71])[F:72])[C:63]([NH:34][C:35]1[CH:36]=[CH:37][C:38]([C:41]2[CH:49]=[C:48]3[C:44]([CH2:45][N:46]([C@@H:51]([CH:56]([CH3:58])[CH3:57])[C:52]([O:54][CH3:55])=[O:53])[C:47]3=[O:50])=[CH:43][CH:42]=2)=[CH:39][CH:40]=1)=[O:64]. The yield is 0.780. (6) The reactants are [F:1][C:2]1[CH:11]=[C:10]([N:12]2[C@@H:16]3[CH2:17][O:18][CH2:19][CH2:20][C@H:15]3[NH:14][C:13]2=[O:21])[CH:9]=[CH:8][C:3]=1[C:4]([NH:6][CH3:7])=[O:5].I[C:23]1[CH:30]=[CH:29][C:26]([C:27]#[N:28])=[C:25]([C:31]([F:34])([F:33])[F:32])[CH:24]=1. No catalyst specified. The product is [C:27]([C:26]1[CH:29]=[CH:30][C:23]([N:14]2[C@@H:15]3[CH2:20][CH2:19][O:18][CH2:17][C@H:16]3[N:12]([C:10]3[CH:9]=[CH:8][C:3]([C:4]([NH:6][CH3:7])=[O:5])=[C:2]([F:1])[CH:11]=3)[C:13]2=[O:21])=[CH:24][C:25]=1[C:31]([F:32])([F:33])[F:34])#[N:28]. The yield is 0.330. (7) The reactants are [CH:1]1([N:6]2[C:11]3[N:12]=[C:13](S(C)=O)[N:14]=[CH:15][C:10]=3[CH:9]=[C:8]([CH2:19][O:20][C:21](=[O:23])[CH3:22])[C:7]2=[O:24])[CH2:5][CH2:4][CH2:3][CH2:2]1.[C:25]([O:29][C:30]([N:32]1[CH2:37][CH2:36][N:35]([C:38]2[CH:39]=[N:40][C:41]([NH2:44])=[CH:42][CH:43]=2)[CH2:34][CH2:33]1)=[O:31])([CH3:28])([CH3:27])[CH3:26]. The catalyst is C1(C)C=CC=CC=1. The product is [C:25]([O:29][C:30]([N:32]1[CH2:37][CH2:36][N:35]([C:38]2[CH:39]=[N:40][C:41]([NH:44][C:13]3[N:14]=[CH:15][C:10]4[CH:9]=[C:8]([CH2:19][O:20][C:21](=[O:23])[CH3:22])[C:7](=[O:24])[N:6]([CH:1]5[CH2:5][CH2:4][CH2:3][CH2:2]5)[C:11]=4[N:12]=3)=[CH:42][CH:43]=2)[CH2:34][CH2:33]1)=[O:31])([CH3:28])([CH3:26])[CH3:27]. The yield is 0.165. (8) The reactants are S(O)(O)(=O)=O.CS[C:8](=[NH:10])[NH2:9].[OH-].[K+].[O:13]=[C:14]1[CH:18]([C:19]2[CH:24]=[CH:23][CH:22]=[CH:21][CH:20]=2)[CH2:17][CH2:16][CH:15]1[C:25](OCC)=[O:26]. The catalyst is O. The product is [NH2:9][C:8]1[O:13][C:14]2[CH:18]([C:19]3[CH:24]=[CH:23][CH:22]=[CH:21][CH:20]=3)[CH2:17][CH2:16][C:15]=2[C:25](=[O:26])[N:10]=1. The yield is 0.612.